Dataset: Reaction yield outcomes from USPTO patents with 853,638 reactions. Task: Predict the reaction yield, written as a fraction of the theoretical maximum amount of product (1.0 means a 100% yield; for example, 0.34 means a 34% yield). (1) The reactants are [Cl:1][C:2]1[C:6]([Cl:7])=[C:5]([CH3:8])[NH:4][C:3]=1[C:9]([NH:11][C@H:12]1[CH2:17][CH2:16][N:15]([C:18]2[S:19][C:20]([C:36]([O:38]CC)=[O:37])=[C:21]([C:23]3[CH:28]=[N:27][C:26]([N:29]4[CH2:34][CH2:33][N:32]([CH3:35])[CH2:31][CH2:30]4)=[CH:25][N:24]=3)[N:22]=2)[CH2:14][C@H:13]1[O:41][CH3:42])=[O:10].[OH-].[Na+]. The catalyst is CO. The product is [Cl:1][C:2]1[C:6]([Cl:7])=[C:5]([CH3:8])[NH:4][C:3]=1[C:9]([NH:11][C@H:12]1[CH2:17][CH2:16][N:15]([C:18]2[S:19][C:20]([C:36]([OH:38])=[O:37])=[C:21]([C:23]3[CH:28]=[N:27][C:26]([N:29]4[CH2:34][CH2:33][N:32]([CH3:35])[CH2:31][CH2:30]4)=[CH:25][N:24]=3)[N:22]=2)[CH2:14][C@H:13]1[O:41][CH3:42])=[O:10]. The yield is 0.820. (2) The reactants are [CH3:1][C:2]1[C:10]2[N:9]=[C:8]([CH2:11][CH2:12][CH3:13])[N:7]([CH2:14][CH2:15][OH:16])[C:6]=2[CH:5]=[C:4]([C:17]2[CH:22]=[CH:21][CH:20]=[CH:19][CH:18]=2)[CH:3]=1.CCN(CC)CC.[CH3:30][S:31](Cl)(=[O:33])=[O:32]. The catalyst is C(Cl)Cl. The product is [CH3:30][S:31]([O:16][CH2:15][CH2:14][N:7]1[C:6]2[CH:5]=[C:4]([C:17]3[CH:22]=[CH:21][CH:20]=[CH:19][CH:18]=3)[CH:3]=[C:2]([CH3:1])[C:10]=2[N:9]=[C:8]1[CH2:11][CH2:12][CH3:13])(=[O:33])=[O:32]. The yield is 0.980. (3) The reactants are CNCC#N.[C:6]([N:13]1[CH:17]=[CH:16][N:15]=[CH:14]1)([N:8]1[CH:12]=[CH:11][N:10]=[CH:9]1)=[O:7]. No catalyst specified. The product is [C:16]([CH2:17][N:13]([CH3:14])[C:6]([N:8]1[CH:12]=[CH:11][N:10]=[CH:9]1)=[O:7])#[N:15]. The yield is 0.100.